Dataset: Forward reaction prediction with 1.9M reactions from USPTO patents (1976-2016). Task: Predict the product of the given reaction. (1) Given the reactants [F:1][C:2]1[C:7]([O:8][CH3:9])=[CH:6][C:5]([O:10][CH3:11])=[C:4]([F:12])[C:3]=1[C:13]1[N:18]=[CH:17][C:16]2[C:19](I)=[N:20][N:21](C3CCCCO3)[C:15]=2[CH:14]=1.[CH:29]([N:32]1[CH2:40][C:39]2[C:34](=[CH:35][CH:36]=[C:37](B3OC(C)(C)C(C)(C)O3)[CH:38]=2)[C:33]1=[O:50])([CH3:31])[CH3:30], predict the reaction product. The product is: [F:1][C:2]1[C:7]([O:8][CH3:9])=[CH:6][C:5]([O:10][CH3:11])=[C:4]([F:12])[C:3]=1[C:13]1[N:18]=[CH:17][C:16]2[C:19]([C:37]3[CH:38]=[C:39]4[C:34](=[CH:35][CH:36]=3)[C:33](=[O:50])[N:32]([CH:29]([CH3:31])[CH3:30])[CH2:40]4)=[N:20][NH:21][C:15]=2[CH:14]=1. (2) The product is: [CH3:13][N:14]1[C:22]2[C:17](=[CH:18][CH:19]=[CH:20][CH:21]=2)[C:16]([C:23](=[C:5]2[C:6]3[C:11](=[CH:10][CH:9]=[CH:8][CH:7]=3)[NH:3][C:4]2=[O:12])[C:24]([OH:26])=[O:25])=[CH:15]1. Given the reactants [OH-].[Na+].[NH:3]1[C:11]2[C:6](=[CH:7][CH:8]=[CH:9][CH:10]=2)[CH2:5][C:4]1=[O:12].[CH3:13][N:14]1[C:22]2[C:17](=[CH:18][CH:19]=[CH:20][CH:21]=2)[C:16]([C:23](=O)[C:24]([OH:26])=[O:25])=[CH:15]1, predict the reaction product. (3) Given the reactants Cl[C:2]1[N:3]=[C:4]([NH2:19])[C:5]2[N:6]=[CH:7][N:8]([C:17]=2[N:18]=1)[C@@H:9]1[O:16][C@H:13]([CH2:14][OH:15])[C@@H:11]([OH:12])[CH2:10]1.[CH2:20]([SH:24])[CH2:21][CH2:22][CH3:23], predict the reaction product. The product is: [CH2:20]([S:24][C:2]1[N:18]=[C:17]2[C:5]([N:6]=[CH:7][N:8]2[C@@H:9]2[O:16][C@H:13]([CH2:14][OH:15])[C@@H:11]([OH:12])[CH2:10]2)=[C:4]([NH2:19])[N:3]=1)[CH2:21][CH2:22][CH3:23]. (4) Given the reactants [CH3:1][O:2][C:3](=[O:17])/[CH:4]=[C:5](\[NH2:16])/[CH2:6][C:7]1[CH:12]=[C:11]([F:13])[C:10]([F:14])=[CH:9][C:8]=1[F:15].[CH3:18][C:19]([O:22][C:23](O[C:23]([O:22][C:19]([CH3:21])([CH3:20])[CH3:18])=[O:24])=[O:24])([CH3:21])[CH3:20], predict the reaction product. The product is: [CH3:1][O:2][C:3](=[O:17])/[CH:4]=[C:5](\[NH:16][C:23]([O:22][C:19]([CH3:21])([CH3:20])[CH3:18])=[O:24])/[CH2:6][C:7]1[CH:12]=[C:11]([F:13])[C:10]([F:14])=[CH:9][C:8]=1[F:15]. (5) Given the reactants Br[C:2]1[CH:3]=[C:4]([NH2:11])[C:5]2[N:6]([CH:8]=[CH:9][N:10]=2)[CH:7]=1.[C:12]([C:16]1[CH:40]=[CH:39][C:19]([C:20]([NH:22][C:23]2[CH:28]=[CH:27][CH:26]=[C:25](B3OC(C)(C)C(C)(C)O3)[C:24]=2[CH3:38])=[O:21])=[CH:18][CH:17]=1)([CH3:15])([CH3:14])[CH3:13], predict the reaction product. The product is: [NH2:11][C:4]1[C:5]2[N:6]([CH:8]=[CH:9][N:10]=2)[CH:7]=[C:2]([C:25]2[C:24]([CH3:38])=[C:23]([NH:22][C:20](=[O:21])[C:19]3[CH:18]=[CH:17][C:16]([C:12]([CH3:13])([CH3:14])[CH3:15])=[CH:40][CH:39]=3)[CH:28]=[CH:27][CH:26]=2)[CH:3]=1. (6) Given the reactants [CH:1]1([N:4]2[CH2:9][CH2:8][N:7](C(OC(C)(C)C)=O)[CH2:6][CH2:5]2)[CH2:3][CH2:2]1.[ClH:17], predict the reaction product. The product is: [ClH:17].[ClH:17].[CH:1]1([N:4]2[CH2:9][CH2:8][NH:7][CH2:6][CH2:5]2)[CH2:3][CH2:2]1. (7) Given the reactants O1[C:5]2([CH2:10][CH2:9][CH:8]([N:11]3[CH2:16][CH2:15][O:14][CH2:13][CH2:12]3)[CH2:7][CH2:6]2)[O:4]CC1.Cl, predict the reaction product. The product is: [N:11]1([CH:8]2[CH2:7][CH2:6][C:5](=[O:4])[CH2:10][CH2:9]2)[CH2:12][CH2:13][O:14][CH2:15][CH2:16]1. (8) Given the reactants [C:1]([O:4][C:5]([CH3:16])([CH2:8][CH2:9][CH2:10][C:11]([O:14][CH3:15])([CH3:13])[CH3:12])[C:6]#[CH:7])(=[O:3])[CH3:2].C(SCCO)CSCCO.[H][H], predict the reaction product. The product is: [C:1]([O:4][C:5]([CH3:16])([CH2:8][CH2:9][CH2:10][C:11]([O:14][CH3:15])([CH3:13])[CH3:12])[CH:6]=[CH2:7])(=[O:3])[CH3:2]. (9) Given the reactants [Cl:1][C:2]([Cl:24])([Cl:23])[CH2:3][O:4][C:5](=[O:22])[C:6]1[CH:11]=[CH:10][CH:9]=[CH:8][C:7]=1[CH2:12][S:13][C:14]1[CH:19]=[CH:18][C:17]([CH2:20][OH:21])=[CH:16][CH:15]=1.[F:25][C:26]([F:38])([F:37])[C:27]1[CH:32]=[CH:31][C:30]([CH2:33][C:34](O)=[O:35])=[CH:29][CH:28]=1, predict the reaction product. The product is: [Cl:24][C:2]([Cl:1])([Cl:23])[CH2:3][O:4][C:5](=[O:22])[C:6]1[CH:11]=[CH:10][CH:9]=[CH:8][C:7]=1[CH2:12][S:13][C:14]1[CH:19]=[CH:18][C:17]([CH2:20][O:21][C:34](=[O:35])[CH2:33][C:30]2[CH:29]=[CH:28][C:27]([C:26]([F:37])([F:25])[F:38])=[CH:32][CH:31]=2)=[CH:16][CH:15]=1. (10) Given the reactants Br[C:2]1[C:10]2[N:9]3[CH2:11][CH2:12][CH2:13][NH:14][C:15](=[O:16])[C:8]3=[C:7]([CH3:17])[C:6]=2[CH:5]=[C:4]([C:18]#[N:19])[CH:3]=1.[C:20]1(B(O)O)[CH:25]=[CH:24][CH:23]=[CH:22][CH:21]=1, predict the reaction product. The product is: [CH3:17][C:7]1[C:6]2[CH:5]=[C:4]([C:18]#[N:19])[CH:3]=[C:2]([C:20]3[CH:25]=[CH:24][CH:23]=[CH:22][CH:21]=3)[C:10]=2[N:9]2[CH2:11][CH2:12][CH2:13][NH:14][C:15](=[O:16])[C:8]=12.